This data is from Retrosynthesis with 50K atom-mapped reactions and 10 reaction types from USPTO. The task is: Predict the reactants needed to synthesize the given product. (1) Given the product COc1ccc(Cl)cc1-c1nn(C(C)C(=O)O)cc1NC(=O)c1n[nH]c2cncnc12, predict the reactants needed to synthesize it. The reactants are: COc1ccc(Cl)cc1-c1nn(C(C)C(=O)OC(C)(C)C)cc1NC(=O)c1n[nH]c2cncnc12. (2) Given the product CSc1cc(-c2cccnc2N)c(Cl)cn1, predict the reactants needed to synthesize it. The reactants are: C[S-].Nc1ncccc1-c1cc(Cl)ncc1Cl. (3) Given the product COc1cc(Oc2ccc3c(c2)COB3O)ccc1C(=O)O, predict the reactants needed to synthesize it. The reactants are: CCOC(=O)c1ccc(Oc2ccc3c(c2)COB3O)cc1OC. (4) Given the product Nc1cc2c(cc1Cl)NC(=O)C2, predict the reactants needed to synthesize it. The reactants are: O=C1Cc2cc([N+](=O)[O-])c(Cl)cc2N1. (5) Given the product Cc1nc(N)c(N)c(Cl)n1, predict the reactants needed to synthesize it. The reactants are: Cc1nc(Cl)c(N)c(Cl)n1.[NH4+]. (6) Given the product Cc1cn(CC(=O)N2CCN(S(=O)(=O)c3ccccc3[N+](=O)[O-])C(=O)C2C)c(=O)[nH]c1=O, predict the reactants needed to synthesize it. The reactants are: CC1NCCN(S(=O)(=O)c2ccccc2[N+](=O)[O-])C1=O.Cc1cn(CC(=O)O)c(=O)[nH]c1=O. (7) Given the product Cc1ccc(-c2ncccn2)c(C(=O)N2C[C@@H]3C[C@@H]3C[C@H]2CNc2cc(C(F)(F)F)c(C#N)c(Cl)n2)n1, predict the reactants needed to synthesize it. The reactants are: Cc1ccc(-c2ncccn2)c(C(=O)N2C[C@@H]3C[C@@H]3C[C@H]2CN)n1.N#Cc1c(C(F)(F)F)cc(Cl)nc1Cl. (8) Given the product COc1cc(CNC(=O)c2cnc(O[C@@H](C)C(F)(F)F)c(-c3ccc(Cl)cc3)c2)on1, predict the reactants needed to synthesize it. The reactants are: COc1cc(CN)on1.C[C@H](Oc1ncc(C(=O)O)cc1-c1ccc(Cl)cc1)C(F)(F)F. (9) Given the product CC(C)C[C@H](N[C@H](CCO)C(=O)OC(C)(C)C)C(=O)NCc1ccccc1, predict the reactants needed to synthesize it. The reactants are: CC(C)C[C@H](N[C@H](CCO[Si](C)(C)C(C)(C)C)C(=O)OC(C)(C)C)C(=O)NCc1ccccc1.